Dataset: Choline transporter screen with 302,306 compounds. Task: Binary Classification. Given a drug SMILES string, predict its activity (active/inactive) in a high-throughput screening assay against a specified biological target. (1) The molecule is Fc1c(CNC(=O)CCC2CCCN(C2)C(=O)c2cc(OCC=C)ccc2)cccc1. The result is 0 (inactive). (2) The drug is Clc1cc(CNC(=O)CCNC(=O)C2CCN(S(=O)(=O)c3ccc(F)cc3)CC2)ccc1. The result is 0 (inactive). (3) The drug is Brc1cc2c3c(n(c(c3C(OCC)=O)C)C)C(=O)C(=O)c2cc1. The result is 0 (inactive). (4) The compound is O=C(N1CCN(CC1)c1ncccc1)Cc1cc(OC)c(OC)cc1. The result is 0 (inactive). (5) The molecule is Fc1ccc(c2n(CCC(=O)NC(CC)C)c(c(c2)C(=O)C)C)cc1. The result is 0 (inactive). (6) The drug is S(=O)(=O)(NCC1CCCN(C1)C(=O)Nc1ccccc1)Cc1ccccc1. The result is 0 (inactive). (7) The drug is O1c2c(OC1)cc(c(NC(=O)c1c(cccc1)C)c2)C(=O)C. The result is 0 (inactive). (8) The molecule is S=c1n(CCCCC(=O)NCc2occc2)c(=O)c2c([nH]1)cc(OCC)c(OCC)c2. The result is 0 (inactive). (9) The result is 0 (inactive). The compound is O1CCN(CCn2c3c(nc2NCc2ccc(OCC)cc2)cccc3)CC1.